From a dataset of Reaction yield outcomes from USPTO patents with 853,638 reactions. Predict the reaction yield, written as a fraction of the theoretical maximum amount of product (1.0 means a 100% yield; for example, 0.34 means a 34% yield). (1) The reactants are C(OC([CH:6]1[CH2:12][CH2:11][CH2:10][N:9]([C:13]([O:15][C:16]([CH3:19])([CH3:18])[CH3:17])=[O:14])[CH2:8][C:7]1=O)=O)C.[CH2:21]([O:23][C:24]([CH:26]1[C:32](=O)[CH2:31][CH2:30][CH2:29][N:28]([C:34](OC(C)(C)C)=O)[CH2:27]1)=[O:25])[CH3:22].C([O:45]C([N:48]1CCC[C:50](=O)[CH2:49]1)=O)(C)(C)C.B(F)(F)[F:56].CCO[CH2:62][CH3:63].[N+:64](=[CH:66][C:67](OCC)=O)=[N-].C([O-])(O)=O.[Na+]. The catalyst is CCOCC. The product is [CH2:49]([N:48]([CH2:62][CH3:63])[C:34]1[N:28]=[C:27]([C:26]2[CH:24]=[CH:29][C:30]([F:56])=[CH:31][CH:32]=2)[C:6]2[CH2:12][CH2:11][CH2:10][NH:9][CH2:67][C:66]=2[N:64]=1)[CH3:50].[CH2:21]([O:23][C:24]([CH:7]1[C:6](=[O:45])[CH2:12][CH2:11][CH2:10][N:9]([C:13]([O:15][C:16]([CH3:17])([CH3:18])[CH3:19])=[O:14])[CH2:8]1)=[O:25])[CH3:22]. The yield is 0.340. (2) The reactants are Cl[C:2]1[CH:7]=[CH:6][C:5]([C:8]2[S:9][CH:10]=[CH:11][C:12]=2[C:13]([NH2:15])=[O:14])=[CH:4][C:3]=1[N+:16]([O-:18])=[O:17].[CH2:19]([O:21][C:22]([C:24]1([C:27]2[CH:32]=[CH:31][C:30](B3OC(C)(C)C(C)(C)O3)=[CH:29][CH:28]=2)[CH2:26][CH2:25]1)=[O:23])[CH3:20].C1(P(C2CCCCC2)C2CCCCC2)CCCCC1.C(=O)([O-])[O-].[Na+].[Na+]. The catalyst is O1CCOCC1.C([O-])(=O)C.[Pd+2].C([O-])(=O)C.O. The product is [CH2:19]([O:21][C:22]([C:24]1([C:27]2[CH:32]=[CH:31][C:30]([C:2]3[CH:7]=[CH:6][C:5]([C:8]4[S:9][CH:10]=[CH:11][C:12]=4[C:13](=[O:14])[NH2:15])=[CH:4][C:3]=3[N+:16]([O-:18])=[O:17])=[CH:29][CH:28]=2)[CH2:25][CH2:26]1)=[O:23])[CH3:20]. The yield is 0.880. (3) The reactants are [Cl:1][C:2]1[CH:7]=[CH:6][N:5]2[N:8]=[C:9]([C:15]3[CH:20]=[CH:19][C:18]([O:21][CH3:22])=[CH:17][CH:16]=3)[C:10]([CH:11]([OH:14])[C:12]#[CH:13])=[C:4]2[CH:3]=1. The catalyst is C(Cl)(Cl)Cl.[O-2].[O-2].[Mn+4]. The product is [Cl:1][C:2]1[CH:7]=[CH:6][N:5]2[N:8]=[C:9]([C:15]3[CH:16]=[CH:17][C:18]([O:21][CH3:22])=[CH:19][CH:20]=3)[C:10]([C:11](=[O:14])[C:12]#[CH:13])=[C:4]2[CH:3]=1. The yield is 10.0. (4) The reactants are [Br:1][C:2]1[CH:7]=[C:6]([O:8]C)[CH:5]=[C:4]([I:10])[CH:3]=1.Br. The catalyst is C(O)(=O)C.[Br-].C([N+](CCCC)(CCCC)CCCC)CCC. The product is [Br:1][C:2]1[CH:7]=[C:6]([OH:8])[CH:5]=[C:4]([I:10])[CH:3]=1. The yield is 0.960. (5) The reactants are [CH3:1][S:2](Cl)(=[O:4])=[O:3].[N:6]1([CH2:12][CH2:13][O:14][C:15]2[CH:20]=[CH:19][C:18]([CH:21]3[CH2:26][CH2:25][N:24]([C:27]4[CH:28]=[CH:29][C:30]5[N:31]([C:33]([C:36]([F:39])([F:38])[F:37])=[N:34][N:35]=5)[N:32]=4)[CH2:23][CH2:22]3)=[CH:17][CH:16]=2)[CH2:11][CH2:10][NH:9][CH2:8][CH2:7]1.C(N(CC)CC)C. The catalyst is C(Cl)Cl.O. The product is [CH3:1][S:2]([N:9]1[CH2:10][CH2:11][N:6]([CH2:12][CH2:13][O:14][C:15]2[CH:20]=[CH:19][C:18]([CH:21]3[CH2:26][CH2:25][N:24]([C:27]4[CH:28]=[CH:29][C:30]5[N:31]([C:33]([C:36]([F:39])([F:37])[F:38])=[N:34][N:35]=5)[N:32]=4)[CH2:23][CH2:22]3)=[CH:17][CH:16]=2)[CH2:7][CH2:8]1)(=[O:4])=[O:3]. The yield is 0.600.